From a dataset of Reaction yield outcomes from USPTO patents with 853,638 reactions. Predict the reaction yield, written as a fraction of the theoretical maximum amount of product (1.0 means a 100% yield; for example, 0.34 means a 34% yield). The product is [Cl:39][C:38]1[CH:37]=[CH:36][CH:35]=[C:34]([Cl:40])[C:33]=1[C:26]1[C:25]([CH2:24][O:21][C:18]2[CH:19]=[CH:20][C:15]([B:10]3[O:9][C:8]([CH3:22])([CH3:7])[C:12]([CH3:13])([CH3:14])[O:11]3)=[CH:16][CH:17]=2)=[C:29]([CH:30]([CH3:32])[CH3:31])[O:28][N:27]=1. The yield is 0.800. The catalyst is CN(C)C=O. The reactants are C(=O)([O-])[O-].[Cs+].[Cs+].[CH3:7][C:8]1([CH3:22])[C:12]([CH3:14])([CH3:13])[O:11][B:10]([C:15]2[CH:20]=[CH:19][C:18]([OH:21])=[CH:17][CH:16]=2)[O:9]1.Cl[CH2:24][C:25]1[C:26]([C:33]2[C:38]([Cl:39])=[CH:37][CH:36]=[CH:35][C:34]=2[Cl:40])=[N:27][O:28][C:29]=1[CH:30]([CH3:32])[CH3:31].